Dataset: Full USPTO retrosynthesis dataset with 1.9M reactions from patents (1976-2016). Task: Predict the reactants needed to synthesize the given product. (1) Given the product [F:14][C:15]1([F:22])[CH2:21][CH2:20][CH2:19][C@@H:18]([NH:9][C@@H:7]([C:1]2[CH:6]=[CH:5][CH:4]=[CH:3][CH:2]=2)[CH3:8])[C@@H:16]1[OH:17], predict the reactants needed to synthesize it. The reactants are: [C:1]1([C@H:7]([NH2:9])[CH3:8])[CH:6]=[CH:5][CH:4]=[CH:3][CH:2]=1.C[Al](C)C.[F:14][C:15]1([F:22])[CH2:21][CH2:20][CH2:19][CH:18]2[CH:16]1[O:17]2.[F-].[Na+]. (2) Given the product [CH3:12][C:11]1[C:6]([CH2:5][OH:4])=[N:7][CH:8]=[CH:9][C:10]=1[O:13][CH2:14][CH2:15][C:16]1([CH2:21][CH2:22][CH3:23])[O:20][CH2:19][CH2:18][O:17]1, predict the reactants needed to synthesize it. The reactants are: C([O:4][CH2:5][C:6]1[C:11]([CH3:12])=[C:10]([O:13][CH2:14][CH2:15][C:16]2([CH2:21][CH2:22][CH3:23])[O:20][CH2:19][CH2:18][O:17]2)[CH:9]=[CH:8][N:7]=1)(=O)C.[OH-].[Na+]. (3) Given the product [Cl:13][C:10]1[CH:9]=[CH:8][C:7]([C:6]([N:5]2[CH2:4][C:3]3[C:21]([O:25][CH3:26])=[CH:22][CH:23]=[CH:24][C:2]=3[N:1]([CH2:38][C:37]3[CH:36]=[CH:35][C:34]([C:32]([N:27]4[CH2:31][CH:30]=[CH:29][CH2:28]4)=[O:33])=[CH:41][CH:40]=3)[C:16](=[O:17])[CH2:15]2)=[O:14])=[CH:12][CH:11]=1, predict the reactants needed to synthesize it. The reactants are: [NH2:1][C:2]1[CH:24]=[CH:23][CH:22]=[C:21]([O:25][CH3:26])[C:3]=1[CH2:4][N:5]([CH2:15][C:16](OCC)=[O:17])[C:6](=[O:14])[C:7]1[CH:12]=[CH:11][C:10]([Cl:13])=[CH:9][CH:8]=1.[N:27]1([C:32]([C:34]2[CH:41]=[CH:40][C:37]([CH:38]=O)=[CH:36][CH:35]=2)=[O:33])[CH2:31][CH:30]=[CH:29][CH2:28]1.C(O)(=O)C.C(O[BH-](OC(=O)C)OC(=O)C)(=O)C.[Na+].C(N(CC)CC)C. (4) Given the product [CH3:1][O:2][C:3]1[CH:26]=[CH:25][CH:24]=[CH:23][C:4]=1[O:5][C:6]1[CH:12]=[C:11]([O:13][C:14]2[CH:15]=[N:16][CH:17]=[CH:18][CH:19]=2)[CH:10]=[C:8]([NH2:9])[C:7]=1[NH2:20], predict the reactants needed to synthesize it. The reactants are: [CH3:1][O:2][C:3]1[CH:26]=[CH:25][CH:24]=[CH:23][C:4]=1[O:5][C:6]1[C:7]([N+:20]([O-])=O)=[C:8]([CH:10]=[C:11]([O:13][C:14]2[CH:15]=[N:16][CH:17]=[CH:18][CH:19]=2)[CH:12]=1)[NH2:9].[H][H]. (5) Given the product [CH:6]([C:9]1[CH:16]=[CH:15][C:12]([CH2:13][N:1]2[CH2:4][CH:3]([OH:5])[CH2:2]2)=[CH:11][CH:10]=1)([CH3:8])[CH3:7], predict the reactants needed to synthesize it. The reactants are: [NH:1]1[CH2:4][CH:3]([OH:5])[CH2:2]1.[CH:6]([C:9]1[CH:16]=[CH:15][C:12]([CH:13]=O)=[CH:11][CH:10]=1)([CH3:8])[CH3:7].C(O[BH-](OC(=O)C)OC(=O)C)(=O)C.[Na+].Cl.